Predict the reactants needed to synthesize the given product. From a dataset of Full USPTO retrosynthesis dataset with 1.9M reactions from patents (1976-2016). (1) Given the product [C:1]([O:5][C:6]([N:8]1[CH2:13][CH2:12][C@H:11]([C:14]2[CH:15]=[C:16]([C:20]3[CH:21]=[CH:22][CH:23]=[CH:24][CH:25]=3)[CH:17]=[CH:18][CH:19]=2)[C@@H:10]([O:26][CH2:30][C:31]2[CH:40]=[CH:39][C:38]3[C:33](=[CH:34][CH:35]=[CH:36][CH:37]=3)[CH:32]=2)[CH2:9]1)=[O:7])([CH3:4])([CH3:2])[CH3:3], predict the reactants needed to synthesize it. The reactants are: [C:1]([O:5][C:6]([N:8]1[CH2:13][CH2:12][C@H:11]([C:14]2[CH:15]=[C:16]([C:20]3[CH:25]=[CH:24][CH:23]=[CH:22][CH:21]=3)[CH:17]=[CH:18][CH:19]=2)[C@@H:10]([OH:26])[CH2:9]1)=[O:7])([CH3:4])([CH3:3])[CH3:2].[H-].[Na+].Br[CH2:30][C:31]1[CH:40]=[CH:39][C:38]2[C:33](=[CH:34][CH:35]=[CH:36][CH:37]=2)[CH:32]=1.O. (2) Given the product [F:32][C:26]1[CH:27]=[C:28]([F:31])[CH:29]=[CH:30][C:25]=1[CH2:24][CH2:23][N:13]1[C:12]([S:11][C:4]2[CH:5]=[C:6]([O:9][CH3:10])[CH:7]=[CH:8][C:3]=2[O:2][CH3:1])=[N:20][C:19]2[C:14]1=[N:15][CH:16]=[N:17][C:18]=2[NH2:21], predict the reactants needed to synthesize it. The reactants are: [CH3:1][O:2][C:3]1[CH:8]=[CH:7][C:6]([O:9][CH3:10])=[CH:5][C:4]=1[S:11][C:12]1[NH:13][C:14]2[C:19]([N:20]=1)=[C:18]([NH2:21])[N:17]=[CH:16][N:15]=2.Cl[CH2:23][CH2:24][C:25]1[CH:30]=[CH:29][C:28]([F:31])=[CH:27][C:26]=1[F:32].